From a dataset of Reaction yield outcomes from USPTO patents with 853,638 reactions. Predict the reaction yield, written as a fraction of the theoretical maximum amount of product (1.0 means a 100% yield; for example, 0.34 means a 34% yield). The reactants are [Cl-].O[NH3+:3].[C:4](=[O:7])([O-])[OH:5].[Na+].CS(C)=O.[CH2:13]([C:17]1[N:18]=[C:19]([CH3:47])[N:20]([C:39]2[CH:44]=[C:43]([Cl:45])[CH:42]=[C:41]([Cl:46])[CH:40]=2)[C:21](=[O:38])[C:22]=1[CH2:23][C:24]1[CH:29]=[CH:28][C:27]([C:30]2[C:31]([C:36]#[N:37])=[CH:32][CH:33]=[CH:34][CH:35]=2)=[CH:26][CH:25]=1)[CH2:14][CH2:15][CH3:16]. The catalyst is O.C(OCC)(=O)C. The product is [CH2:13]([C:17]1[N:18]=[C:19]([CH3:47])[N:20]([C:39]2[CH:40]=[C:41]([Cl:46])[CH:42]=[C:43]([Cl:45])[CH:44]=2)[C:21](=[O:38])[C:22]=1[CH2:23][C:24]1[CH:25]=[CH:26][C:27]([C:30]2[CH:35]=[CH:34][CH:33]=[CH:32][C:31]=2[C:36]2[NH:3][C:4](=[O:7])[O:5][N:37]=2)=[CH:28][CH:29]=1)[CH2:14][CH2:15][CH3:16]. The yield is 0.0500.